Task: Predict the reactants needed to synthesize the given product.. Dataset: Full USPTO retrosynthesis dataset with 1.9M reactions from patents (1976-2016) (1) The reactants are: [OH:1][C:2]1[CH:3]=[C:4]([CH:8]=[CH:9][CH:10]=1)[C:5]([NH2:7])=[O:6].Br[CH2:12][C:13]([O:15][CH2:16][CH3:17])=[O:14].C([O-])([O-])=O.[K+].[K+]. Given the product [C:5]([C:4]1[CH:3]=[C:2]([CH:10]=[CH:9][CH:8]=1)[O:1][CH2:12][C:13]([O:15][CH2:16][CH3:17])=[O:14])(=[O:6])[NH2:7], predict the reactants needed to synthesize it. (2) The reactants are: [CH3:1][C:2]1[CH:8]=[CH:7][C:5]([NH2:6])=[CH:4][C:3]=1[N:9]1[C:16]2[N:12]([N:13]=[C:14]([C:17]3[CH:18]=[N:19][CH:20]=[CH:21][CH:22]=3)[CH:15]=2)[CH:11]=[CH:10]1.[CH3:23][C:24]1[N:25]([C:29]2[CH:30]=[C:31]([CH:35]=[C:36]([C:38]([F:41])([F:40])[F:39])[CH:37]=2)[C:32](O)=[O:33])[CH:26]=[CH:27][N:28]=1. Given the product [CH3:23][C:24]1[N:25]([C:29]2[CH:30]=[C:31]([CH:35]=[C:36]([C:38]([F:41])([F:39])[F:40])[CH:37]=2)[C:32]([NH:6][C:5]2[CH:7]=[CH:8][C:2]([CH3:1])=[C:3]([N:9]3[C:16]4[N:12]([N:13]=[C:14]([C:17]5[CH:18]=[N:19][CH:20]=[CH:21][CH:22]=5)[CH:15]=4)[CH:11]=[CH:10]3)[CH:4]=2)=[O:33])[CH:26]=[CH:27][N:28]=1, predict the reactants needed to synthesize it. (3) Given the product [F:20][C:21]([F:34])([F:33])[S:22]([O:13][C:5]1[CH:4]=[CH:3][C:2]([F:1])=[C:11]2[C:6]=1[CH:7]=[CH:8][C:9]([CH3:12])=[N:10]2)(=[O:24])=[O:23], predict the reactants needed to synthesize it. The reactants are: [F:1][C:2]1[C:11]2[N:10]=[C:9]([CH3:12])[CH:8]=[CH:7][C:6]=2[C:5]([OH:13])=[CH:4][CH:3]=1.N1C=CC=CC=1.[F:20][C:21]([F:34])([F:33])[S:22](O[S:22]([C:21]([F:34])([F:33])[F:20])(=[O:24])=[O:23])(=[O:24])=[O:23].O. (4) Given the product [N+:16]([C:6]1[C:5]([CH3:9])=[CH:4][N+:3]([O-:10])=[C:2]([CH3:1])[C:7]=1[CH3:8])([O-:18])=[O:17], predict the reactants needed to synthesize it. The reactants are: [CH3:1][C:2]1[C:7]([CH3:8])=[CH:6][C:5]([CH3:9])=[CH:4][N+:3]=1[O-:10].S(=O)(=O)(O)O.[N+:16]([O-])([OH:18])=[O:17].C(=O)([O-])O.[NH4+]. (5) Given the product [ClH:26].[NH:1]1[CH:10]2[CH:5]([CH2:6][CH2:7][CH2:8][CH2:9]2)[CH2:4][CH2:3][CH:2]1[C:11]([OH:13])=[O:12], predict the reactants needed to synthesize it. The reactants are: [N:1]1[C:10]2[C:5](=[CH:6][CH:7]=[CH:8][CH:9]=2)[CH:4]=[CH:3][C:2]=1[C:11]([OH:13])=[O:12].OCC1(OC[C@@H](O)[C@@H](O)[C@H]1O)O.[ClH:26]. (6) Given the product [C:16]([C:13]1[CH:14]=[C:15]2[C:7]([C:5]([C:4]3[C:3]([F:22])=[C:2]([NH:1][S:30]([C:26]4[CH:27]=[CH:28][CH:29]=[C:24]([F:23])[CH:25]=4)(=[O:32])=[O:31])[CH:20]=[CH:19][C:18]=3[F:21])=[O:6])=[CH:8][NH:9][C:10]2=[N:11][CH:12]=1)#[N:17], predict the reactants needed to synthesize it. The reactants are: [NH2:1][C:2]1[C:3]([F:22])=[C:4]([C:18]([F:21])=[CH:19][CH:20]=1)[C:5]([C:7]1[C:15]2[C:10](=[N:11][CH:12]=[C:13]([C:16]#[N:17])[CH:14]=2)[NH:9][CH:8]=1)=[O:6].[F:23][C:24]1[CH:25]=[C:26]([S:30](Cl)(=[O:32])=[O:31])[CH:27]=[CH:28][CH:29]=1.Cl. (7) Given the product [Br:1][C:2]1[CH:3]=[C:4]([CH2:9][O:10][Si:11]([CH:15]([CH3:17])[CH3:16])([CH:18]([CH3:20])[CH3:19])[CH:12]([CH3:13])[CH3:14])[C:5]2[N:6]([CH:22]=[CH:23][N:8]=2)[CH:7]=1, predict the reactants needed to synthesize it. The reactants are: [Br:1][C:2]1[CH:3]=[C:4]([CH2:9][O:10][Si:11]([CH:18]([CH3:20])[CH3:19])([CH:15]([CH3:17])[CH3:16])[CH:12]([CH3:14])[CH3:13])[C:5]([NH2:8])=[N:6][CH:7]=1.Cl[CH2:22][CH:23]=O.C(=O)([O-])[O-].[K+].[K+]. (8) Given the product [CH2:4]([O:6][C:7]([C:8]1[S:2][CH:1]=[N:3][C:9]=1[CH:10]([CH3:12])[CH3:11])=[O:15])[CH3:5], predict the reactants needed to synthesize it. The reactants are: [CH:1]([NH2:3])=[S:2].[CH2:4]([O:6][C:7](=[O:15])[CH:8](Cl)[C:9](=O)[CH:10]([CH3:12])[CH3:11])[CH3:5]. (9) Given the product [NH2:23][CH2:22][C:4]1[C:5]2[N:6]([C:8]([C:12]([C:13]3[CH:18]=[CH:17][C:16]([Cl:19])=[CH:15][C:14]=3[F:20])=[O:21])=[C:9]([CH3:11])[N:10]=2)[N:7]=[C:2]([Cl:1])[CH:3]=1, predict the reactants needed to synthesize it. The reactants are: [Cl:1][C:2]1[CH:3]=[C:4]([CH2:22][N:23]2C(=O)C3C(=CC=CC=3)C2=O)[C:5]2[N:6]([C:8]([C:12](=[O:21])[C:13]3[CH:18]=[CH:17][C:16]([Cl:19])=[CH:15][C:14]=3[F:20])=[C:9]([CH3:11])[N:10]=2)[N:7]=1.C(O)C.NN.